This data is from Full USPTO retrosynthesis dataset with 1.9M reactions from patents (1976-2016). The task is: Predict the reactants needed to synthesize the given product. (1) Given the product [CH2:1]([N:8]([S:9]([CH2:12][P:18]([O:23][CH2:16][CH3:17])([O:20][CH2:21][CH3:22])=[O:19])(=[O:11])=[O:10])[P:18](=[O:19])([O:23][CH2:24][CH3:25])[O:20][CH2:21][CH3:22])[C:2]1[CH:7]=[CH:6][CH:5]=[CH:4][CH:3]=1, predict the reactants needed to synthesize it. The reactants are: [CH2:1]([NH:8][S:9]([CH3:12])(=[O:11])=[O:10])[C:2]1[CH:7]=[CH:6][CH:5]=[CH:4][CH:3]=1.[Li]CC[CH2:16][CH3:17].[P:18](Cl)([O:23][CH2:24][CH3:25])([O:20][CH2:21][CH3:22])=[O:19]. (2) Given the product [C:11]([O:10][C:8]([NH:7][CH2:6][CH2:5][N:4]1[CH2:3][CH2:2][NH:1][C:17]1=[CH:18][N+:19]([O-:21])=[O:20])=[O:9])([CH3:14])([CH3:13])[CH3:12], predict the reactants needed to synthesize it. The reactants are: [NH2:1][CH2:2][CH2:3][NH:4][CH2:5][CH2:6][NH:7][C:8]([O:10][C:11]([CH3:14])([CH3:13])[CH3:12])=[O:9].CS[C:17](SC)=[CH:18][N+:19]([O-:21])=[O:20].C(N(CC)CC)C. (3) Given the product [CH:1]1([C:4]2[CH:11]=[C:10]([C:12]([F:15])([F:14])[F:13])[CH:9]=[C:8]([C:16]([F:17])([F:18])[F:19])[C:5]=2[C:6]([OH:21])=[O:7])[CH2:3][CH2:2]1, predict the reactants needed to synthesize it. The reactants are: [CH:1]1([C:4]2[CH:11]=[C:10]([C:12]([F:15])([F:14])[F:13])[CH:9]=[C:8]([C:16]([F:19])([F:18])[F:17])[C:5]=2[CH:6]=[O:7])[CH2:3][CH2:2]1.Cl([O-])=[O:21].[Na+].P([O-])(O)(O)=O.[Na+]. (4) Given the product [C:1]1([C:7]2[N:8]=[N:9][CH:10]=[C:11]([C:22]3[CH:23]=[CH:24][CH:25]=[CH:26][CH:27]=3)[C:12]=2[C:13]2[O:14][CH:15]=[C:16]([CH2:18][OH:19])[N:17]=2)[CH:6]=[CH:5][CH:4]=[CH:3][CH:2]=1, predict the reactants needed to synthesize it. The reactants are: [C:1]1([C:7]2[N:8]=[N:9][CH:10]=[C:11]([C:22]3[CH:27]=[CH:26][CH:25]=[CH:24][CH:23]=3)[C:12]=2[C:13]2[O:14][CH:15]=[C:16]([C:18](OC)=[O:19])[N:17]=2)[CH:6]=[CH:5][CH:4]=[CH:3][CH:2]=1.[H-].[H-].[H-].[H-].[Li+].[Al+3]. (5) Given the product [CH2:9]([C:10]1[CH:11]=[C:12]([CH3:13])[C:3]([C:1]#[N:2])=[C:4]([SH:5])[N:6]=1)[CH:8]([CH3:16])[CH3:7], predict the reactants needed to synthesize it. The reactants are: [C:1]([CH2:3][C:4]([NH2:6])=[S:5])#[N:2].[CH3:7][CH:8]([CH3:16])[CH2:9][C:10](=O)[CH2:11][C:12](=O)[CH3:13].C(N(CC)CC)C. (6) The reactants are: F[C:2]1C=CC=C2C=1C(=O)N(C1C=CC=CC=1)C([C@@H](NC1N=CN=C3C=1N=CN3)CC)=N2.[N+:32]([C:35]1[CH:43]=[CH:42][C:41](C)=[CH:40][C:36]=1[C:37]([OH:39])=O)([O-:34])=[O:33].FC1C=CC=C([N+]([O-])=O)C=1C(O)=O.[F:58][C:59]1[CH:65]=[CH:64][CH:63]=[C:62]([F:66])[C:60]=1[NH2:61].NC1C=CC=CC=1. Given the product [F:58][C:59]1[CH:65]=[CH:64][CH:63]=[C:62]([F:66])[C:60]=1[NH:61][C:37](=[O:39])[C:36]1[C:35]([N+:32]([O-:34])=[O:33])=[CH:43][CH:42]=[CH:41][C:40]=1[CH3:2], predict the reactants needed to synthesize it. (7) Given the product [Br:13][C:14]1[CH:15]=[CH:16][C:17]2[S:21][C:20]([Si:24]([CH3:27])([CH3:26])[CH3:25])=[CH:19][C:18]=2[CH:22]=1, predict the reactants needed to synthesize it. The reactants are: C(NC(C)C)(C)C.C([Li])CCC.[Br:13][C:14]1[CH:15]=[CH:16][C:17]2[S:21][CH:20]=[CH:19][C:18]=2[CH:22]=1.Cl[Si:24]([CH3:27])([CH3:26])[CH3:25]. (8) Given the product [Cl:1][C:2]1[CH:3]=[C:4]2[C:5]([N:8]=[CH:10][C:11](=[O:12])[N:9]2[CH3:18])=[CH:6][CH:7]=1, predict the reactants needed to synthesize it. The reactants are: [Cl:1][C:2]1[CH:7]=[CH:6][C:5]([NH2:8])=[C:4]([NH2:9])[CH:3]=1.[C:10](OCC)(=O)[C:11](C)=[O:12].[CH2:18](O)C. (9) Given the product [ClH:1].[CH:32]1([CH2:34][NH:2][C@@H:3]2[CH2:5][C@H:4]2[C:6]2[CH:7]=[C:8]([CH:20]=[CH:21][CH:22]=2)[C:9]([NH:11][CH:12]2[CH2:13][CH2:14][C:15]([F:18])([F:19])[CH2:16][CH2:17]2)=[O:10])[CH2:33][CH2:31]1, predict the reactants needed to synthesize it. The reactants are: [ClH:1].[NH2:2][C@@H:3]1[CH2:5][C@H:4]1[C:6]1[CH:7]=[C:8]([CH:20]=[CH:21][CH:22]=1)[C:9]([NH:11][CH:12]1[CH2:17][CH2:16][C:15]([F:19])([F:18])[CH2:14][CH2:13]1)=[O:10].C(OC(N[C@@H:31]1[CH2:33][C@H:32]1[C:34]1C=C(C=CC=1)C(OC)=O)=O)(C)(C)C.C(=O)([O-])O.[Na+].[BH4-].[Na+].C(OC(OC(C)(C)C)=O)(OC(C)(C)C)=O.